From a dataset of Forward reaction prediction with 1.9M reactions from USPTO patents (1976-2016). Predict the product of the given reaction. Given the reactants [CH:1]1[NH:2][C:3]2[N:9]=[C:8]([NH2:10])[N:7]=[C:6](Cl)[C:4]=2[N:5]=1.C(N(CC)CC)C.C[O:20]C1C=C(C)C(S)=CC=1.O, predict the reaction product. The product is: [NH:7]1[C:6](=[O:20])[C:4]2[NH:5][CH:1]=[N:2][C:3]=2[N:9]=[C:8]1[NH2:10].